Task: Predict the product of the given reaction.. Dataset: Forward reaction prediction with 1.9M reactions from USPTO patents (1976-2016) (1) Given the reactants [NH2:1][C:2]1[CH:7]=[CH:6][N:5]([C@H:8]2[C@H:12]([F:13])[C@H:11]([O:14]CC3C=CC=CC=3)[C@:10]([CH2:25][O:26]CC3C=CC=CC=3)([CH:22]([F:24])[F:23])[O:9]2)[C:4](=[O:34])[N:3]=1, predict the reaction product. The product is: [NH2:1][C:2]1[CH:7]=[CH:6][N:5]([C@H:8]2[C@H:12]([F:13])[C@H:11]([OH:14])[C@@:10]([CH:22]([F:24])[F:23])([CH2:25][OH:26])[O:9]2)[C:4](=[O:34])[N:3]=1. (2) Given the reactants [O:1]=[S:2]1(=[O:16])[CH2:6][CH2:5][CH2:4][N:3]1[C:7]1[CH:15]=[CH:14][C:10]([C:11]([OH:13])=O)=[CH:9][CH:8]=1.Cl.[NH:18]1[CH2:23][CH2:22][CH:21]([C:24]([C:26]2[CH:31]=[CH:30][C:29]([CH3:32])=[CH:28][CH:27]=2)=[O:25])[CH2:20][CH2:19]1.ON1C2C=CC=CC=2N=N1.Cl.C(N=C=NCCCN(C)C)C.C(=O)([O-])O.[Na+], predict the reaction product. The product is: [O:16]=[S:2]1(=[O:1])[CH2:6][CH2:5][CH2:4][N:3]1[C:7]1[CH:8]=[CH:9][C:10]([C:11]([N:18]2[CH2:23][CH2:22][CH:21]([C:24](=[O:25])[C:26]3[CH:27]=[CH:28][C:29]([CH3:32])=[CH:30][CH:31]=3)[CH2:20][CH2:19]2)=[O:13])=[CH:14][CH:15]=1. (3) Given the reactants Cl[C:2]1[CH:3]=[C:4]([C:12]([O:14][CH3:15])=[O:13])[C:5]2[N:6]([C:8]([CH3:11])=[N:9][N:10]=2)[N:7]=1.[CH3:16][NH:17][C@H:18]([C:20]1[CH:25]=[CH:24][CH:23]=[CH:22][CH:21]=1)[CH3:19].O, predict the reaction product. The product is: [CH3:11][C:8]1[N:6]2[N:7]=[C:2]([N:17]([CH3:16])[C@H:18]([C:20]3[CH:25]=[CH:24][CH:23]=[CH:22][CH:21]=3)[CH3:19])[CH:3]=[C:4]([C:12]([O:14][CH3:15])=[O:13])[C:5]2=[N:10][N:9]=1. (4) Given the reactants Cl[CH2:2][C:3]([OH:5])=[O:4].Cl[CH2:7][C:8]([N:10]([C:12]1[CH:17]=[C:16]([CH2:18][N:19]2[CH2:24][CH2:23][O:22][CH2:21][CH2:20]2)[CH:15]=[CH:14][C:13]=1[NH:25][C:26](=O)CCl)[CH3:11])=[O:9].[OH-:30].[Na+].[Cl-].[NH4+].[C:34]1([CH3:40])C=CC=CC=1.[CH2:41]1[CH2:45][O:44][CH2:43]C1, predict the reaction product. The product is: [CH3:11][N:10]1[C:12]2[C:13](=[CH:14][CH:15]=[C:16]([CH2:18][N:19]3[CH2:20][CH2:21][O:22][CH2:23][CH2:24]3)[CH:17]=2)[N:25]([CH:26]=[C:2]([C:43]([O:44][CH2:45][CH3:41])=[O:30])[C:3]([O:5][CH2:34][CH3:40])=[O:4])[CH2:7][C:8]1=[O:9]. (5) Given the reactants [CH:1]([NH:4][C:5]1[CH:10]=[CH:9][CH:8]=[CH:7][CH:6]=1)([CH3:3])[CH3:2].B(O)(O)O.C1(C)C(C)=CC=CC=1.C([O:25][C:26](=[O:35])[CH2:27][CH2:28][CH2:29][CH2:30][CH2:31][C:32](O)=[O:33])C, predict the reaction product. The product is: [CH:1]([N:4]([C:5]1[CH:10]=[CH:9][CH:8]=[CH:7][CH:6]=1)[C:32](=[O:33])[CH2:31][CH2:30][CH2:29][CH2:28][CH2:27][C:26]([OH:35])=[O:25])([CH3:3])[CH3:2].